Dataset: TCR-epitope binding with 47,182 pairs between 192 epitopes and 23,139 TCRs. Task: Binary Classification. Given a T-cell receptor sequence (or CDR3 region) and an epitope sequence, predict whether binding occurs between them. (1) The epitope is FQPTNGVGY. The TCR CDR3 sequence is CASSSPGLANNEQFF. Result: 0 (the TCR does not bind to the epitope). (2) The epitope is VLWAHGFEL. The TCR CDR3 sequence is CASSQDFRVPNTEAFF. Result: 0 (the TCR does not bind to the epitope). (3) The epitope is KLGGALQAK. The TCR CDR3 sequence is CASSYSLGTDTQYF. Result: 1 (the TCR binds to the epitope). (4) The epitope is TVYDPLQPELDSFK. The TCR CDR3 sequence is CASSQGVNTEAFF. Result: 0 (the TCR does not bind to the epitope).